From a dataset of Choline transporter screen with 302,306 compounds. Binary Classification. Given a drug SMILES string, predict its activity (active/inactive) in a high-throughput screening assay against a specified biological target. (1) The compound is S(CC(=O)N(c1ccccc1)C)c1nc2[nH][nH]cc2c(=O)n1. The result is 0 (inactive). (2) The result is 0 (inactive). The molecule is O(c1c(OC)cc(cc1)C(=O)CC)Cc1oc(cc1)C(OC)=O. (3) The molecule is Clc1cc(NC(=O)Cn2c(=O)c3c(c(sc3nc2)C(=O)NCC(OC)=O)C)ccc1C. The result is 0 (inactive). (4) The drug is o1c(Cn2c(c(c(c2/N=C\N2CCN(CC2)C)C#N)c2ccccc2)c2ccccc2)ccc1. The result is 0 (inactive). (5) The molecule is O=C(N1CCNCC1)Cn1nnc(CC(O)C)c1. The result is 0 (inactive). (6) The drug is O(c1cc(c2[nH]ncc2CN2CCN(CC2)c2nc(ccc2)C)cc(OC)c1OC)C. The result is 0 (inactive). (7) The molecule is Clc1ccc(CN(S(=O)(=O)C)c2ccc(cc2)C(=O)N\N=C\c2cc3c(nc2Cl)cccc3)cc1. The result is 0 (inactive). (8) The drug is S(=O)(=O)(Nc1ccc(cc1)C)c1ccc(OCC(=O)NC)cc1. The result is 0 (inactive). (9) The compound is Clc1c(ccc(NC(=S)NCC)c1)C. The result is 0 (inactive).